From a dataset of Forward reaction prediction with 1.9M reactions from USPTO patents (1976-2016). Predict the product of the given reaction. (1) Given the reactants [C:1]([C:3]1[CH:4]=[C:5]2[C:10](=[CH:11][C:12]=1[O:13][C:14]1[CH:22]=[CH:21][C:17]([C:18]([OH:20])=O)=[CH:16][C:15]=1[CH3:23])[O:9][CH2:8][CH2:7][CH:6]2[C:24]([O:26][CH3:27])=[O:25])#[N:2].C(N(C(C)C)C(C)C)C.CN(C(ON1N=NC2C=CC=CC1=2)=[N+](C)C)C.F[P-](F)(F)(F)(F)F.[Cl:61][C:62]1[CH:67]=[CH:66][C:65]([CH2:68][CH2:69][NH2:70])=[CH:64][CH:63]=1.Cl, predict the reaction product. The product is: [Cl:61][C:62]1[CH:67]=[CH:66][C:65]([CH2:68][CH2:69][NH:70][C:18]([C:17]2[CH:21]=[CH:22][C:14]([O:13][C:12]3[CH:11]=[C:10]4[C:5]([CH:6]([C:24]([O:26][CH3:27])=[O:25])[CH2:7][CH2:8][O:9]4)=[CH:4][C:3]=3[C:1]#[N:2])=[C:15]([CH3:23])[CH:16]=2)=[O:20])=[CH:64][CH:63]=1. (2) Given the reactants [N:1]([C:4](=[CH:9][C:10]1[CH:15]=[CH:14][CH:13]=[C:12]([O:16][C:17]([F:20])([F:19])[F:18])[CH:11]=1)[C:5]([O:7][CH3:8])=[O:6])=[N+]=[N-], predict the reaction product. The product is: [F:18][C:17]([F:20])([F:19])[O:16][C:12]1[CH:11]=[C:10]2[C:15](=[CH:14][CH:13]=1)[NH:1][C:4]([C:5]([O:7][CH3:8])=[O:6])=[CH:9]2. (3) Given the reactants N1[C:8]([Cl:9])=NC(Cl)=NC=1Cl.C(Cl)Cl.[N+:13]([C:16]1[CH:24]=[CH:23][C:19]([CH2:20]CO)=[CH:18][CH:17]=1)([O-:15])=[O:14], predict the reaction product. The product is: [Cl:9][CH2:8][CH2:20][C:19]1[CH:23]=[CH:24][C:16]([N+:13]([O-:15])=[O:14])=[CH:17][CH:18]=1.